Dataset: Reaction yield outcomes from USPTO patents with 853,638 reactions. Task: Predict the reaction yield, written as a fraction of the theoretical maximum amount of product (1.0 means a 100% yield; for example, 0.34 means a 34% yield). (1) The product is [CH2:1]([O:8][C:9](=[O:42])[CH2:10][C@@H:11]([N:25]1[CH:29]=[CH:28][C:27]([C:30]2[CH:35]=[CH:34][C:33]([C:36]3[CH:37]=[CH:38][CH:39]=[CH:40][CH:41]=3)=[CH:32][CH:31]=2)=[CH:26]1)[C:12]([NH:14][C@@H:15]([CH2:18][C:19]1[CH:24]=[CH:23][CH:22]=[CH:21][CH:20]=1)[CH2:16][O:17][CH3:43])=[O:13])[C:2]1[CH:7]=[CH:6][CH:5]=[CH:4][CH:3]=1. The reactants are [CH2:1]([O:8][C:9](=[O:42])[CH2:10][C@@H:11]([N:25]1[CH:29]=[CH:28][C:27]([C:30]2[CH:35]=[CH:34][C:33]([C:36]3[CH:41]=[CH:40][CH:39]=[CH:38][CH:37]=3)=[CH:32][CH:31]=2)=[CH:26]1)[C:12]([NH:14][C@@H:15]([CH2:18][C:19]1[CH:24]=[CH:23][CH:22]=[CH:21][CH:20]=1)[CH2:16][OH:17])=[O:13])[C:2]1[CH:7]=[CH:6][CH:5]=[CH:4][CH:3]=1.[CH2:43](OC(=O)C[C@@H](NC(OC(C)(C)C)=O)C(N[C@@H](CC1C=CC=CC=1)COC)=O)C1C=CC=CC=1.C1(C2C=CC=CC=2)C=CC(C2CC(OC)OC2OC)=CC=1. The catalyst is CC(O)=O. The yield is 0.540. (2) The reactants are [C:1]1([C:9]2[CH:14]=[CH:13][CH:12]=[CH:11][CH:10]=2)[C:2]([OH:8])=[CH:3][C:4]([OH:7])=[CH:5][CH:6]=1.[Cl-].[Al+3].[Cl-].[Cl-].Cl[CH2:20][C:21](Cl)=[O:22].O. The catalyst is [N+](C1C=CC=CC=1)([O-])=O. The product is [OH:8][C:2]1[C:1]([C:9]2[CH:14]=[CH:13][CH:12]=[CH:11][CH:10]=2)=[CH:6][C:5]2[C:21](=[O:22])[CH2:20][O:7][C:4]=2[CH:3]=1. The yield is 0.420. (3) The reactants are [CH2:1]([O:3][C:4](=[O:13])[CH2:5][C:6]1[CH:11]=[CH:10][CH:9]=[C:8]([NH2:12])[CH:7]=1)[CH3:2].[CH:14](O)=[O:15]. The catalyst is C(OC(C)C)(C)C. The product is [CH2:1]([O:3][C:4](=[O:13])[CH2:5][C:6]1[CH:11]=[CH:10][CH:9]=[C:8]([NH:12][CH:14]=[O:15])[CH:7]=1)[CH3:2]. The yield is 0.890. (4) The reactants are Br[CH2:2][C:3]1[CH:11]=[CH:10][CH:9]=[C:8]2[C:4]=1[CH:5]=[CH:6][N:7]2[S:12]([C:15]1[CH:20]=[CH:19][CH:18]=[CH:17][CH:16]=1)(=[O:14])=[O:13].C([O-])(O)=O.[Na+].C([N:33]1[CH2:38][CH2:37][NH:36][CH2:35][CH2:34]1)(OC(C)(C)C)=O.C(Cl)(Cl)[Cl:40].CCO. The catalyst is C(O)C. The product is [ClH:40].[C:15]1([S:12]([N:7]2[C:8]3[C:4](=[C:3]([CH2:2][N:33]4[CH2:38][CH2:37][NH:36][CH2:35][CH2:34]4)[CH:11]=[CH:10][CH:9]=3)[CH:5]=[CH:6]2)(=[O:14])=[O:13])[CH:20]=[CH:19][CH:18]=[CH:17][CH:16]=1. The yield is 0.240. (5) The reactants are Br[C:2]1[N:3]=[CH:4][C:5]([NH2:8])=[N:6][CH:7]=1.[NH:9]1[CH2:13][CH2:12][CH2:11][CH2:10]1. The catalyst is C(OCC)(=O)C. The product is [N:9]1([C:2]2[N:3]=[CH:4][C:5]([NH2:8])=[N:6][CH:7]=2)[CH2:13][CH2:12][CH2:11][CH2:10]1. The yield is 0.437.